Dataset: Reaction yield outcomes from USPTO patents with 853,638 reactions. Task: Predict the reaction yield, written as a fraction of the theoretical maximum amount of product (1.0 means a 100% yield; for example, 0.34 means a 34% yield). (1) The yield is 0.150. The catalyst is C1COCC1. The reactants are CCOC(/N=N/C(OCC)=O)=O.C(OC([N:20]1[CH2:25][CH2:24][N:23]([C:26]2[C:27]([O:32][CH2:33][CH2:34][OH:35])=[N:28][CH:29]=[CH:30][N:31]=2)[CH2:22][CH2:21]1)=O)(C)(C)C.O[C:37]1[CH:38]=[CH:39][C:40]([N+:47]([O-:49])=[O:48])=[C:41]2[C:46]=1[N:45]=[CH:44][CH:43]=[CH:42]2.C1C=CC(P(C2C=CC=CC=2)C2C=CC=CC=2)=CC=1.C(Cl)[Cl:70].C(O)(C(F)(F)F)=O.O. The product is [ClH:70].[N+:47]([C:40]1[CH:39]=[CH:38][C:37]([O:35][CH2:34][CH2:33][O:32][C:27]2[C:26]([N:23]3[CH2:22][CH2:21][NH:20][CH2:25][CH2:24]3)=[N:31][CH:30]=[CH:29][N:28]=2)=[C:46]2[C:41]=1[CH:42]=[CH:43][CH:44]=[N:45]2)([O-:49])=[O:48]. (2) The reactants are Cl.[NH2:2][CH:3]([C:8](=[O:10])[CH3:9])[C:4]([O:6][CH3:7])=[O:5].[C:11](Cl)(=[O:16])[C:12]([CH3:15])([CH3:14])[CH3:13].C(N(CC)CC)C. The catalyst is C(Cl)Cl. The product is [O:10]=[C:8]([CH3:9])[CH:3]([NH:2][C:11](=[O:16])[C:12]([CH3:15])([CH3:14])[CH3:13])[C:4]([O:6][CH3:7])=[O:5]. The yield is 0.740. (3) The reactants are [OH:1][CH2:2][C:3]1[CH:4]=[CH:5][C:6]([CH3:13])=[C:7]([CH:12]=1)[C:8]([O:10][CH3:11])=[O:9].C(Cl)(=O)C(Cl)=O.CS(C)=O.CCN(CC)CC. The catalyst is C(Cl)Cl. The product is [CH:2]([C:3]1[CH:4]=[CH:5][C:6]([CH3:13])=[C:7]([CH:12]=1)[C:8]([O:10][CH3:11])=[O:9])=[O:1]. The yield is 0.710. (4) The reactants are [C:1](OC(=O)C)(=[O:3])C.C(O)=O.[NH2:11][CH2:12][C:13]([NH:15][C:16]1[CH:21]=[CH:20][C:19]([O:22][CH2:23][C:24]2[CH:29]=[CH:28][C:27]([F:30])=[CH:26][CH:25]=2)=[CH:18][C:17]=1[F:31])=[O:14].Cl. The catalyst is C(Cl)Cl.[Na].[H][H]. The product is [F:31][C:17]1[CH:18]=[C:19]([O:22][CH2:23][C:24]2[CH:25]=[CH:26][C:27]([F:30])=[CH:28][CH:29]=2)[CH:20]=[CH:21][C:16]=1[NH:15][C:13](=[O:14])[CH2:12][NH:11][CH:1]=[O:3]. The yield is 0.910.